Dataset: Catalyst prediction with 721,799 reactions and 888 catalyst types from USPTO. Task: Predict which catalyst facilitates the given reaction. The catalyst class is: 47. Product: [C:1]([O:4][C@H:5]1[CH2:22][CH2:21][C@@:20]2([CH3:23])[C@@H:7]([CH2:8][CH2:9][C@:10]3([CH3:40])[C@@H:19]2[CH2:18][CH2:17][C@H:16]2[C@@:11]3([CH3:39])[CH2:12][CH2:13][C@@:14]3([CH:31]([OH:32])[CH:33]=[O:46])[CH2:26][C:25](=[O:27])[C:24]([CH:28]([CH3:30])[CH3:29])=[C:15]32)[C:6]1([CH3:42])[CH3:41])(=[O:3])[CH3:2]. Reactant: [C:1]([O:4][C@H:5]1[CH2:22][CH2:21][C@@:20]2([CH3:23])[C@@H:7]([CH2:8][CH2:9][C@:10]3([CH3:40])[C@@H:19]2[CH2:18][CH2:17][C@H:16]2[C@@:11]3([CH3:39])[CH2:12][CH2:13][C@@:14]3([CH:31]([CH:33]4SCCCS4)[OH:32])[CH2:26][C:25](=[O:27])[C:24]([CH:28]([CH3:30])[CH3:29])=[C:15]32)[C:6]1([CH3:42])[CH3:41])(=[O:3])[CH3:2].C1C(=O)N(Br)C(=[O:46])C1.